Predict the product of the given reaction. From a dataset of Forward reaction prediction with 1.9M reactions from USPTO patents (1976-2016). (1) Given the reactants N(OC(C)(C)C)=O.[CH2:8]([O:10][C:11]([C:13]1[NH:14][C:15]2[C:20]([CH:21]=1)=[C:19]([O:22][C:23]1[CH:28]=[C:27]([F:29])[CH:26]=[C:25]([F:30])[C:24]=1N)[CH:18]=[CH:17][CH:16]=2)=[O:12])[CH3:9], predict the reaction product. The product is: [CH2:8]([O:10][C:11]([C:13]1[NH:14][C:15]2[C:20]([CH:21]=1)=[C:19]([O:22][C:23]1[CH:28]=[C:27]([F:29])[CH:26]=[C:25]([F:30])[CH:24]=1)[CH:18]=[CH:17][CH:16]=2)=[O:12])[CH3:9]. (2) Given the reactants C(OC([N:8]1[CH2:11][CH:10]([C:12]2[CH:13]=[N:14][C:15]([Cl:18])=[CH:16][CH:17]=2)[CH2:9]1)=O)(C)(C)C, predict the reaction product. The product is: [ClH:18].[ClH:18].[NH:8]1[CH2:11][CH:10]([C:12]2[CH:17]=[CH:16][C:15]([Cl:18])=[N:14][CH:13]=2)[CH2:9]1.